Dataset: Full USPTO retrosynthesis dataset with 1.9M reactions from patents (1976-2016). Task: Predict the reactants needed to synthesize the given product. (1) The reactants are: [CH3:1][C:2]1([CH3:13])[C:11]2[C:6](=[CH:7][CH:8]=[C:9]([CH3:12])[CH:10]=2)[CH2:5][CH2:4][CH2:3]1.C([OH:17])(C)C. Given the product [CH3:1][C:2]1([CH3:13])[C:11]2[C:6](=[CH:7][CH:8]=[C:9]([CH3:12])[CH:10]=2)[C:5](=[O:17])[CH2:4][CH2:3]1, predict the reactants needed to synthesize it. (2) The reactants are: [CH3:1][O:2][CH:3]([O:6][CH3:7])[CH2:4][NH2:5].C(N(CC)CC)C.[Cl:15][CH2:16][CH2:17][CH2:18][S:19](Cl)(=[O:21])=[O:20]. Given the product [CH3:1][O:2][CH:3]([O:6][CH3:7])[CH2:4][NH:5][S:19]([CH2:18][CH2:17][CH2:16][Cl:15])(=[O:21])=[O:20], predict the reactants needed to synthesize it. (3) Given the product [OH:31][CH:30]([C:29]1[CH:28]=[CH:27][C:24]([C:25]#[N:26])=[C:23]([O:33][CH3:34])[C:22]=1[CH3:21])[CH2:32][N:7]1[CH2:8][CH2:9][N:4]([CH2:3][CH:2]([OH:1])[C:10]2[CH:19]=[CH:18][C:13]3[C:14](=[O:17])[O:15][CH2:16][C:12]=3[C:11]=2[CH3:20])[CH2:5][CH2:6]1, predict the reactants needed to synthesize it. The reactants are: [OH:1][CH:2]([C:10]1[CH:19]=[CH:18][C:13]2[C:14](=[O:17])[O:15][CH2:16][C:12]=2[C:11]=1[CH3:20])[CH2:3][N:4]1[CH2:9][CH2:8][NH:7][CH2:6][CH2:5]1.[CH3:21][C:22]1[C:23]([O:33][CH3:34])=[C:24]([CH:27]=[CH:28][C:29]=1[CH:30]1[CH2:32][O:31]1)[C:25]#[N:26]. (4) Given the product [F:1][C:2]1[CH:7]=[CH:6][C:5]([C:8]([C:10]2[CH:11]=[N:12][C:13]([N:16]3[CH2:21][CH2:20][NH:19][CH2:18][CH2:17]3)=[N:14][CH:15]=2)([OH:9])[CH2:22][CH3:23])=[CH:4][CH:3]=1, predict the reactants needed to synthesize it. The reactants are: [F:1][C:2]1[CH:7]=[CH:6][C:5]([C:8]([C:10]2[CH:11]=[N:12][C:13]([N:16]3[CH2:21][CH2:20][NH:19][CH2:18][CH2:17]3)=[N:14][CH:15]=2)=[O:9])=[CH:4][CH:3]=1.[CH3:22][CH2:23][Mg+].[Br-]. (5) Given the product [CH3:1][O:2][C:3]1[CH:15]=[CH:14][C:6]2[C:7]([CH2:10][C:11]([O:13][CH3:21])=[O:12])=[CH:8][O:9][C:5]=2[CH:4]=1, predict the reactants needed to synthesize it. The reactants are: [CH3:1][O:2][C:3]1[CH:15]=[CH:14][C:6]2[C:7]([CH2:10][C:11]([OH:13])=[O:12])=[CH:8][O:9][C:5]=2[CH:4]=1.B(Br)(Br)Br.Cl[CH2:21]Cl. (6) Given the product [CH:1]([N:4]1[CH2:5][CH2:6][CH:7]([O:10][C:11]2[CH:23]=[C:22]3[C:14]([N:15]4[C:20](=[CH:21]3)[C:19](=[O:24])[N:18]([CH2:31][C:32]([F:35])([F:34])[F:33])[CH2:17][CH2:16]4)=[N:13][CH:12]=2)[CH2:8][CH2:9]1)([CH3:3])[CH3:2], predict the reactants needed to synthesize it. The reactants are: [CH:1]([N:4]1[CH2:9][CH2:8][CH:7]([O:10][C:11]2[CH:23]=[C:22]3[C:14]([N:15]4[C:20](=[CH:21]3)[C:19](=[O:24])[NH:18][CH2:17][CH2:16]4)=[N:13][CH:12]=2)[CH2:6][CH2:5]1)([CH3:3])[CH3:2].FC(F)(F)S(O[CH2:31][C:32]([F:35])([F:34])[F:33])(=O)=O.[H-].[Na+].